From a dataset of Forward reaction prediction with 1.9M reactions from USPTO patents (1976-2016). Predict the product of the given reaction. (1) Given the reactants Cl[C:2]1[N:10]=[C:9]2[C:5]([N:6]=[CH:7][N:8]2[CH:11]2[CH2:16][CH2:15][CH2:14][CH2:13][O:12]2)=[C:4]([NH:17][CH2:18][CH:19]([C:26]2[CH:31]=[CH:30][CH:29]=[CH:28][CH:27]=2)[C:20]2[CH:25]=[CH:24][CH:23]=[CH:22][CH:21]=2)[N:3]=1.[CH3:32][S-:33].[Na+], predict the reaction product. The product is: [C:20]1([CH:19]([C:26]2[CH:31]=[CH:30][CH:29]=[CH:28][CH:27]=2)[CH2:18][NH:17][C:4]2[N:3]=[C:2]([S:33][CH3:32])[N:10]=[C:9]3[C:5]=2[N:6]=[CH:7][N:8]3[CH:11]2[CH2:16][CH2:15][CH2:14][CH2:13][O:12]2)[CH:25]=[CH:24][CH:23]=[CH:22][CH:21]=1. (2) Given the reactants [CH:1]1([C:13]2[C:14](=[O:29])[NH:15][C:16](=[O:28])[C:17]=2[C:18]2[CH:27]=[CH:26][CH:25]=[C:24]3[C:19]=2[CH:20]=[CH:21][N:22]=[CH:23]3)[C:10]2[C:5]3=[C:6]([CH2:11][CH2:12][N:4]3[CH:3]=[N:2]1)[CH:7]=[CH:8][CH:9]=2.[CH2:30]=O.[OH-].[Na+], predict the reaction product. The product is: [CH3:30][CH:12]1[N:4]2[C:5]3[C:10]([CH:1]([C:13]4[C:14](=[O:29])[NH:15][C:16](=[O:28])[C:17]=4[C:18]4[CH:27]=[CH:26][CH:25]=[C:24]5[C:19]=4[CH:20]=[CH:21][N:22]=[CH:23]5)[N:2]=[CH:3]2)=[CH:9][CH:8]=[CH:7][C:6]=3[CH2:11]1. (3) Given the reactants [CH3:1][N:2]([CH:4]([CH2:8][CH2:9][CH3:10])C(O)=O)[CH3:3].S(Cl)(Cl)=O.[CH3:15][O:16][C:17]1[C:25]([O:26][CH3:27])=[CH:24][C:20]([C:21]([NH2:23])=[O:22])=[C:19]([NH:28][CH3:29])[CH:18]=1.Cl[CH:31](Cl)Cl, predict the reaction product. The product is: [CH3:1][N:2]([CH3:3])[CH2:4][CH2:8][CH2:9][CH2:10][C:29]1[N:28]([CH3:31])[C:19]2[C:20]([C:21](=[O:22])[N:23]=1)=[CH:24][C:25]([O:26][CH3:27])=[C:17]([O:16][CH3:15])[CH:18]=2. (4) Given the reactants [NH2:1][NH:2][C:3]([C:5]1[CH:10]=[CH:9][C:8]([C:11]([F:14])([F:13])[F:12])=[CH:7][N:6]=1)=[NH:4].[F:15][C:16]1[CH:23]=[CH:22][C:21]([O:24][CH3:25])=[CH:20][C:17]=1[CH:18]=O, predict the reaction product. The product is: [F:15][C:16]1[CH:23]=[CH:22][C:21]([O:24][CH3:25])=[CH:20][C:17]=1[C:18]1[NH:1][N:2]=[C:3]([C:5]2[CH:10]=[CH:9][C:8]([C:11]([F:12])([F:13])[F:14])=[CH:7][N:6]=2)[N:4]=1. (5) Given the reactants [CH3:1][O:2][C:3]([CH:5]1[CH2:9][CH2:8][CH:7](SC2C=CC=CC=2Cl)[CH2:6]1)=[O:4].[CH:18]1[CH:23]=[C:22]([Cl:24])[CH:21]=[C:20](C(OO)=O)[CH:19]=1.[S:29](=[O:32])(O)[O-:30].[Na+], predict the reaction product. The product is: [CH3:1][O:2][C:3]([CH:5]1[CH2:9][CH2:8][CH:7]([S:29]([C:23]2[CH:18]=[CH:19][CH:20]=[CH:21][C:22]=2[Cl:24])(=[O:32])=[O:30])[CH2:6]1)=[O:4]. (6) The product is: [F:9][C:2]1[C:3](=[O:4])[NH:5][C:6](=[O:7])[N:8]([CH2:10][OH:11])[CH:1]=1. Given the reactants [CH:1]1[NH:8][C:6](=[O:7])[NH:5][C:3](=[O:4])[C:2]=1[F:9].[CH2:10]=[O:11], predict the reaction product.